From a dataset of Peptide-MHC class I binding affinity with 185,985 pairs from IEDB/IMGT. Regression. Given a peptide amino acid sequence and an MHC pseudo amino acid sequence, predict their binding affinity value. This is MHC class I binding data. (1) The peptide sequence is SPRYIFTML. The MHC is HLA-B58:01 with pseudo-sequence HLA-B58:01. The binding affinity (normalized) is 0.0847. (2) The peptide sequence is ILARNEEGR. The MHC is HLA-A31:01 with pseudo-sequence HLA-A31:01. The binding affinity (normalized) is 0.221.